Dataset: Full USPTO retrosynthesis dataset with 1.9M reactions from patents (1976-2016). Task: Predict the reactants needed to synthesize the given product. The reactants are: [Cl:1][C:2]1[C:3]([NH:27][C:28]2[CH:33]=[CH:32][CH:31]=[CH:30][C:29]=2[S:34]([CH:37]([CH3:39])[CH3:38])(=[O:36])=[O:35])=[N:4][C:5]([NH:8][C:9]2[CH:14]=[C:13]([N+:15]([O-])=O)[C:12]([CH:18]3[CH2:23][CH2:22][N:21]([CH3:24])[CH2:20][CH2:19]3)=[CH:11][C:10]=2[O:25][CH3:26])=[N:6][CH:7]=1. Given the product [NH2:15][C:13]1[C:12]([CH:18]2[CH2:19][CH2:20][N:21]([CH3:24])[CH2:22][CH2:23]2)=[CH:11][C:10]([O:25][CH3:26])=[C:9]([NH:8][C:5]2[N:4]=[C:3]([NH:27][C:28]3[CH:33]=[CH:32][CH:31]=[CH:30][C:29]=3[S:34]([CH:37]([CH3:39])[CH3:38])(=[O:35])=[O:36])[C:2]([Cl:1])=[CH:7][N:6]=2)[CH:14]=1, predict the reactants needed to synthesize it.